Predict which catalyst facilitates the given reaction. From a dataset of Catalyst prediction with 721,799 reactions and 888 catalyst types from USPTO. (1) Reactant: [CH3:1][N:2]1[C:14]2([CH2:19][CH2:18][N:17]([C:20]([O:22][C:23]([CH3:26])([CH3:25])[CH3:24])=[O:21])[CH2:16][CH2:15]2)[C:6]2=[CH:7][CH:8]=[C:9]([C:10]([F:13])([F:12])[F:11])[N:5]2[CH2:4][CH2:3]1.[C:27](I)([F:30])([F:29])[F:28].OO. Product: [CH3:1][N:2]1[C:14]2([CH2:19][CH2:18][N:17]([C:20]([O:22][C:23]([CH3:26])([CH3:25])[CH3:24])=[O:21])[CH2:16][CH2:15]2)[C:6]2=[CH:7][C:8]([C:27]([F:30])([F:29])[F:28])=[C:9]([C:10]([F:11])([F:13])[F:12])[N:5]2[CH2:4][CH2:3]1. The catalyst class is: 16. (2) Reactant: Cl.[N:2]1[CH:7]=[CH:6][CH:5]=[C:4]([S:8](Cl)(=[O:10])=[O:9])[CH:3]=1.Cl.[NH2:13][CH2:14][CH2:15][CH2:16][CH2:17][CH2:18][C:19]([O:21][CH3:22])=[O:20].C(N(CC)CC)C. Product: [CH3:22][O:21][C:19](=[O:20])[CH2:18][CH2:17][CH2:16][CH2:15][CH2:14][NH:13][S:8]([C:4]1[CH:3]=[N:2][CH:7]=[CH:6][CH:5]=1)(=[O:10])=[O:9]. The catalyst class is: 10. (3) Reactant: [C:1]1([CH3:33])[CH:6]=[CH:5][C:4]([N:7]([CH:15]2[CH2:20][CH2:19][N:18]([CH2:21][CH2:22][C:23]3([CH2:29][C:30](O)=[O:31])[CH2:28][CH2:27][CH2:26][CH2:25][CH2:24]3)[CH2:17][CH2:16]2)[C:8]([C:10]2[O:11][CH:12]=[CH:13][CH:14]=2)=[O:9])=[CH:3][CH:2]=1.[CH3:34][S:35]([NH2:38])(=[O:37])=[O:36].C1(N=C=NC2CCCCC2)CCCCC1. Product: [CH3:34][S:35]([NH:38][C:30]([CH2:29][C:23]1([CH2:22][CH2:21][N:18]2[CH2:19][CH2:20][CH:15]([N:7]([C:4]3[CH:3]=[CH:2][C:1]([CH3:33])=[CH:6][CH:5]=3)[C:8]([C:10]3[O:11][CH:12]=[CH:13][CH:14]=3)=[O:9])[CH2:16][CH2:17]2)[CH2:28][CH2:27][CH2:26][CH2:25][CH2:24]1)=[O:31])(=[O:37])=[O:36]. The catalyst class is: 119. (4) Reactant: [NH2:1][CH:2]([C:4]1[CH:28]=[CH:27][C:7]([C:8]([NH:10][C:11]2[CH:26]=[CH:25][CH:24]=[CH:23][C:12]=2[C:13]([NH:15][C:16]2[CH:21]=[CH:20][C:19]([Cl:22])=[CH:18][N:17]=2)=[O:14])=[O:9])=[C:6]([O:29]COC)[CH:5]=1)[CH3:3].FC(F)(F)C(O)=O.O. Product: [NH2:1][CH:2]([C:4]1[CH:28]=[CH:27][C:7]([C:8]([NH:10][C:11]2[CH:26]=[CH:25][CH:24]=[CH:23][C:12]=2[C:13]([NH:15][C:16]2[CH:21]=[CH:20][C:19]([Cl:22])=[CH:18][N:17]=2)=[O:14])=[O:9])=[C:6]([OH:29])[CH:5]=1)[CH3:3]. The catalyst class is: 2. (5) Reactant: [Br:1][C:2]1[CH:3]=[C:4]([CH:9]=[CH:10][CH:11]=1)[C:5](OC)=[O:6].O.[NH2:13][NH2:14]. Product: [Br:1][C:2]1[CH:3]=[C:4]([CH:9]=[CH:10][CH:11]=1)[C:5]([NH:13][NH2:14])=[O:6]. The catalyst class is: 8. (6) Reactant: Br[C:2]1[CH:7]=[CH:6][C:5]([O:8][CH3:9])=[CH:4][C:3]=1[F:10].C([Li])CCC.CN(C)[CH:18]=[O:19].[Cl-].[NH4+]. Product: [F:10][C:3]1[CH:4]=[C:5]([O:8][CH3:9])[CH:6]=[CH:7][C:2]=1[CH:18]=[O:19]. The catalyst class is: 7. (7) Reactant: [C:1]([C:3]1[N:8]=[C:7]([NH:9][C:10](=[O:14])[N:11]([CH3:13])[CH3:12])[CH:6]=[CH:5][CH:4]=1)#[N:2].[C:15](OC)(=[O:23])[C:16]1[C:17](=[CH:19][CH:20]=[CH:21][CH:22]=1)[SH:18].C(N(CC)CC)C. Product: [CH3:13][N:11]([CH3:12])[C:10]([NH:9][C:7]1[CH:6]=[CH:5][CH:4]=[C:3]([C:1]2[S:18][C:17]3[CH:19]=[CH:20][CH:21]=[CH:22][C:16]=3[C:15](=[O:23])[N:2]=2)[N:8]=1)=[O:14]. The catalyst class is: 11.